This data is from NCI-60 drug combinations with 297,098 pairs across 59 cell lines. The task is: Regression. Given two drug SMILES strings and cell line genomic features, predict the synergy score measuring deviation from expected non-interaction effect. (1) Drug 1: C1CCN(CC1)CCOC2=CC=C(C=C2)C(=O)C3=C(SC4=C3C=CC(=C4)O)C5=CC=C(C=C5)O. Drug 2: CC1=C(C(CCC1)(C)C)C=CC(=CC=CC(=CC(=O)O)C)C. Cell line: MALME-3M. Synergy scores: CSS=26.4, Synergy_ZIP=1.53, Synergy_Bliss=1.55, Synergy_Loewe=-3.88, Synergy_HSA=0.597. (2) Synergy scores: CSS=8.63, Synergy_ZIP=-21.6, Synergy_Bliss=-38.3, Synergy_Loewe=-50.1, Synergy_HSA=-37.1. Drug 1: C1=CC(=CC=C1CCC2=CNC3=C2C(=O)NC(=N3)N)C(=O)NC(CCC(=O)O)C(=O)O. Cell line: SR. Drug 2: CS(=O)(=O)CCNCC1=CC=C(O1)C2=CC3=C(C=C2)N=CN=C3NC4=CC(=C(C=C4)OCC5=CC(=CC=C5)F)Cl. (3) Synergy scores: CSS=31.8, Synergy_ZIP=2.63, Synergy_Bliss=3.09, Synergy_Loewe=-6.80, Synergy_HSA=0.909. Cell line: HOP-62. Drug 1: C1=NC2=C(N1)C(=S)N=C(N2)N. Drug 2: CC1=C(C(CCC1)(C)C)C=CC(=CC=CC(=CC(=O)O)C)C.